From a dataset of Forward reaction prediction with 1.9M reactions from USPTO patents (1976-2016). Predict the product of the given reaction. (1) Given the reactants C[O:2][C:3]([C:5]1[CH:6]=[C:7]([C:31]2[CH:36]=[CH:35][CH:34]=[CH:33][CH:32]=2)[CH:8]=[CH:9][C:10]=1[NH:11][C:12]([O:14][CH2:15][C:16]1[O:17][C:18]2[CH:24]=[CH:23][C:22]([C:25]3[CH:30]=[CH:29][CH:28]=[CH:27][CH:26]=3)=[CH:21][C:19]=2[CH:20]=1)=[O:13])=[O:4].O.[OH-].[Li+].Cl, predict the reaction product. The product is: [C:25]1([C:22]2[CH:23]=[CH:24][C:18]3[O:17][C:16]([CH2:15][O:14][C:12]([NH:11][C:10]4[CH:9]=[CH:8][C:7]([C:31]5[CH:32]=[CH:33][CH:34]=[CH:35][CH:36]=5)=[CH:6][C:5]=4[C:3]([OH:4])=[O:2])=[O:13])=[CH:20][C:19]=3[CH:21]=2)[CH:30]=[CH:29][CH:28]=[CH:27][CH:26]=1. (2) The product is: [F:1][C:2]1[C:3]([NH2:11])=[CH:4][C:5]2[CH2:9][CH2:8][S:7][C:6]=2[CH:10]=1. Given the reactants [F:1][C:2]1[C:3]([N+:11]([O-])=O)=[CH:4][C:5]2[CH2:9][CH2:8][S:7][C:6]=2[CH:10]=1.[NH4+].[Cl-], predict the reaction product. (3) The product is: [C:51]([OH:60])(=[O:59])[CH:52]([CH:54]([C:56]([OH:58])=[O:57])[OH:55])[OH:53].[CH3:1][CH2:2][CH:3]([N:5]1[N:10]=[CH:9][N:8]([C:11]2[CH:16]=[CH:15][C:14]([N:17]3[CH2:22][CH2:21][N:20]([C:23]4[CH:28]=[CH:27][C:26]([O:29][CH2:30][C@@H:31]5[O:35][C@:34]([C:42]6[CH:43]=[CH:44][C:45]([Cl:49])=[CH:46][C:47]=6[Cl:48])([CH2:36][N:37]6[N:41]=[CH:40][N:39]=[CH:38]6)[O:33][CH2:32]5)=[CH:25][CH:24]=4)[CH2:19][CH2:18]3)=[CH:13][CH:12]=2)[C:6]1=[O:7])[CH3:4].[ClH:50]. Given the reactants [CH3:1][CH2:2][CH:3]([N:5]1[N:10]=[CH:9][N:8]([C:11]2[CH:12]=[CH:13][C:14]([N:17]3[CH2:22][CH2:21][N:20]([C:23]4[CH:24]=[CH:25][C:26]([O:29][CH2:30][C@@H:31]5[O:35][C@:34]([C:42]6[CH:43]=[CH:44][C:45]([Cl:49])=[CH:46][C:47]=6[Cl:48])([CH2:36][N:37]6[N:41]=[CH:40][N:39]=[CH:38]6)[O:33][CH2:32]5)=[CH:27][CH:28]=4)[CH2:19][CH2:18]3)=[CH:15][CH:16]=2)[C:6]1=[O:7])[CH3:4].[ClH:50].[C:51]([OH:60])(=[O:59])[CH:52]([CH:54]([C:56]([OH:58])=[O:57])[OH:55])[OH:53], predict the reaction product. (4) Given the reactants Br[C:2]1[CH:11]=[C:10]2[C:5]([CH:6]=[CH:7][NH:8][C:9]2=[O:12])=[CH:4][CH:3]=1.[Cu](C#N)[C:14]#[N:15], predict the reaction product. The product is: [O:12]=[C:9]1[C:10]2[C:5](=[CH:4][CH:3]=[C:2]([C:14]#[N:15])[CH:11]=2)[CH:6]=[CH:7][NH:8]1. (5) Given the reactants [OH-].[K+].[CH3:3][C:4](=[CH2:28])[CH2:5][O:6][C:7]1[CH:16]=[C:15]2[C:10]([C:11](=[O:24])[C:12]([CH3:23])=[C:13]([C:17]3[CH:22]=[CH:21][CH:20]=[CH:19][CH:18]=3)[O:14]2)=[C:9](C(=O)C)[CH:8]=1.[CH3:29][O:30][C:31]1[CH:32]=[C:33]([CH:36]=[CH:37][CH:38]=1)[CH:34]=O.[CH2:39]([OH:41])[CH3:40], predict the reaction product. The product is: [CH3:23][C:12]1[C:11](=[O:24])[C:10]2[C:15](=[C:16]([C:39](=[O:41])[CH:40]=[CH:34][C:33]3[CH:36]=[CH:37][CH:38]=[C:31]([O:30][CH3:29])[CH:32]=3)[C:7]([O:6][CH2:5][C:4]([CH3:3])=[CH2:28])=[CH:8][CH:9]=2)[O:14][C:13]=1[C:17]1[CH:18]=[CH:19][CH:20]=[CH:21][CH:22]=1. (6) Given the reactants [F:1][C:2]1[CH:3]=[CH:4][C:5]([S:16][CH3:17])=[C:6]([C:8](=[O:15])[CH2:9][N:10]2[CH:14]=[CH:13][CH:12]=[CH:11]2)[CH:7]=1.ClC1C=CC=C(C(OO)=[O:26])C=1.C(=O)([O-])[O-].[Na+].[Na+], predict the reaction product. The product is: [F:1][C:2]1[CH:3]=[CH:4][C:5]([S:16]([CH3:17])=[O:26])=[C:6]([C:8](=[O:15])[CH2:9][N:10]2[CH:14]=[CH:13][CH:12]=[CH:11]2)[CH:7]=1.